This data is from Catalyst prediction with 721,799 reactions and 888 catalyst types from USPTO. The task is: Predict which catalyst facilitates the given reaction. (1) Product: [C:1]([NH:4][C:5]1[CH:6]=[C:7]2[C:11](=[CH:12][CH:13]=1)[C:10](=[O:14])[C:9]([CH2:23][CH2:22][CH2:24][CH3:26])([CH2:15][CH2:16][C:17](=[O:20])[CH3:18])[CH2:8]2)(=[O:3])[CH3:2]. The catalyst class is: 5. Reactant: [C:1]([NH:4][C:5]1[CH:6]=[C:7]2[C:11](=[CH:12][CH:13]=1)[C:10](=[O:14])[CH:9]([CH2:15][CH2:16][CH2:17][CH3:18])[CH2:8]2)(=[O:3])[CH3:2].C[O-:20].[Na+].[CH:22]([C:24]([CH3:26])=O)=[CH2:23]. (2) The catalyst class is: 204. Product: [CH2:13]([O:20][C:21]1[CH:22]=[CH:23][C:24]([C:27]2[N:31]([CH:32]3[CH2:33][CH2:34][CH2:35][CH2:36][CH2:37]3)[C:30]3[CH:38]=[CH:39][C:40]([C:42]([C:4]4[CH:5]=[CH:6][CH:7]=[CH:8][C:3]=4[S:9]([NH2:12])(=[O:11])=[O:10])=[O:43])=[CH:41][C:29]=3[N:28]=2)=[CH:25][CH:26]=1)[C:14]1[CH:19]=[CH:18][CH:17]=[CH:16][CH:15]=1. Reactant: [H-].[Na+].[C:3]1([S:9]([NH2:12])(=[O:11])=[O:10])[CH:8]=[CH:7][CH:6]=[CH:5][CH:4]=1.[CH2:13]([O:20][C:21]1[CH:26]=[CH:25][C:24]([C:27]2[N:31]([CH:32]3[CH2:37][CH2:36][CH2:35][CH2:34][CH2:33]3)[C:30]3[CH:38]=[CH:39][C:40]([C:42](O)=[O:43])=[CH:41][C:29]=3[N:28]=2)=[CH:23][CH:22]=1)[C:14]1[CH:19]=[CH:18][CH:17]=[CH:16][CH:15]=1.